This data is from Forward reaction prediction with 1.9M reactions from USPTO patents (1976-2016). The task is: Predict the product of the given reaction. Given the reactants [OH:1][C:2]1[CH:7]=[C:6]([OH:8])[CH:5]=[CH:4][C:3]=1[C:9](=[O:19])[CH2:10][C:11]1[CH:16]=[CH:15][CH:14]=[CH:13][C:12]=1[O:17][CH3:18].[C:20]1(C)C=C(C)C=C(C)C=1Cl, predict the reaction product. The product is: [OH:8][C:6]1[CH:7]=[C:2]2[C:3]([C:9](=[O:19])[C:10]([C:11]3[CH:16]=[CH:15][CH:14]=[CH:13][C:12]=3[O:17][CH3:18])=[CH:20][O:1]2)=[CH:4][CH:5]=1.